Predict the reactants needed to synthesize the given product. From a dataset of Full USPTO retrosynthesis dataset with 1.9M reactions from patents (1976-2016). (1) Given the product [C:1]([OH:4])(=[O:3])[CH3:2].[C:56]([C:53]1[CH:54]=[CH:55][C:50]([C:47]2[CH:46]=[CH:45][C:44]([C:42]3[NH:41][C:40]4[CH:60]=[CH:61][C:37]([C:35]([NH2:36])=[NH:34])=[CH:38][C:39]=4[N:43]=3)=[CH:49][CH:48]=2)=[N:51][CH:52]=1)(=[NH:57])[NH2:59], predict the reactants needed to synthesize it. The reactants are: [C:1]([OH:4])(=[O:3])[CH3:2].C(C1C=CC(C2C=CC(O)=C(C3NC4C=CC(C(N)=N)=CC=4N=3)C=2)=CC=1)(=N)N.O[NH:34][C:35]([C:37]1[CH:61]=[CH:60][C:40]2[NH:41][C:42]([C:44]3[CH:49]=[CH:48][C:47]([C:50]4[CH:55]=[CH:54][C:53]([C:56](=[NH:59])[NH:57]O)=[CH:52][N:51]=4)=[CH:46][CH:45]=3)=[N:43][C:39]=2[CH:38]=1)=[NH:36]. (2) The reactants are: Cl.[OH:2][CH2:3][CH2:4][CH2:5][N:6]([CH3:20])[C:7](=[O:19])[CH2:8][CH2:9][O:10][C@H:11]1[CH2:16][CH2:15][C@H:14]([NH:17][CH3:18])[CH2:13][CH2:12]1.C(N(CC)C(C)C)(C)C.[Br:30][C:31]1[CH:36]=[CH:35][C:34]([S:37](Cl)(=[O:39])=[O:38])=[CH:33][CH:32]=1. Given the product [Br:30][C:31]1[CH:36]=[CH:35][C:34]([S:37]([N:17]([CH3:18])[C@H:14]2[CH2:13][CH2:12][C@H:11]([O:10][CH2:9][CH2:8][C:7]([N:6]([CH2:5][CH2:4][CH2:3][OH:2])[CH3:20])=[O:19])[CH2:16][CH2:15]2)(=[O:39])=[O:38])=[CH:33][CH:32]=1, predict the reactants needed to synthesize it.